This data is from Full USPTO retrosynthesis dataset with 1.9M reactions from patents (1976-2016). The task is: Predict the reactants needed to synthesize the given product. (1) The reactants are: [CH3:1][C@@H:2]1[CH2:10][C:9]2[C:4](=[CH:5][CH:6]=[CH:7][CH:8]=2)[NH:3]1.[CH:11]1([N:19]=[C:20]=[O:21])[CH2:18][CH2:17][CH2:16][CH2:15][CH2:14][CH2:13][CH2:12]1. Given the product [CH:11]1([NH:19][C:20]([N:3]2[C:4]3[C:9](=[CH:8][CH:7]=[CH:6][CH:5]=3)[CH2:10][C@H:2]2[CH3:1])=[O:21])[CH2:18][CH2:17][CH2:16][CH2:15][CH2:14][CH2:13][CH2:12]1, predict the reactants needed to synthesize it. (2) The reactants are: [OH:1][CH2:2][CH:3]([NH:13][CH:14]([CH:22]([CH3:24])[CH3:23])[C:15]([O:17][C:18]([CH3:21])([CH3:20])[CH3:19])=[O:16])[CH2:4][C:5]1[CH:10]=[CH:9][C:8]([O:11][CH3:12])=[CH:7][CH:6]=1.N1C=CC=CC=1.[S:31](Cl)(Cl)=[O:32]. Given the product [CH3:12][O:11][C:8]1[CH:9]=[CH:10][C:5]([CH2:4][CH:3]2[CH2:2][O:1][S:31](=[O:32])[N:13]2[CH:14]([CH:22]([CH3:24])[CH3:23])[C:15]([O:17][C:18]([CH3:19])([CH3:21])[CH3:20])=[O:16])=[CH:6][CH:7]=1, predict the reactants needed to synthesize it. (3) Given the product [Cl:1][CH:2]([Cl:6])[C:3](=[O:4])[CH:8]=[CH:7][O:9][CH2:10][CH3:11], predict the reactants needed to synthesize it. The reactants are: [Cl:1][CH:2]([Cl:6])[C:3](Cl)=[O:4].[CH:7]([O:9][CH2:10][CH3:11])=[CH2:8]. (4) The reactants are: [NH2:1][C:2]1[CH:3]=[CH:4][C:5]2[O:10][CH2:9][CH:8]([CH2:11][OH:12])[O:7][C:6]=2[C:13]=1[CH2:14][S:15]([C:18]1[C:27]2[C:22](=[CH:23][CH:24]=[CH:25][CH:26]=2)[CH:21]=[CH:20][CH:19]=1)(=[O:17])=[O:16].[N:28]([O-])=O.[Na+].C(=O)(O)[O-].[Na+]. Given the product [C:18]1([S:15]([C:14]2[C:13]3[C:2](=[CH:3][CH:4]=[C:5]4[O:10][CH2:9][C@H:8]([CH2:11][OH:12])[O:7][C:6]4=3)[NH:1][N:28]=2)(=[O:17])=[O:16])[C:27]2[C:22](=[CH:23][CH:24]=[CH:25][CH:26]=2)[CH:21]=[CH:20][CH:19]=1, predict the reactants needed to synthesize it. (5) Given the product [CH3:31][N:26]([C:27](=[O:30])[CH2:28][CH3:29])[C:23]1[N:24]=[CH:25][C:20]([NH:19][C:12]([C:10]2[N:11]=[C:7]([C:1]3[CH:2]=[CH:3][CH:4]=[CH:5][CH:6]=3)[O:8][C:9]=2[C:15]([F:18])([F:17])[F:16])=[O:14])=[CH:21][CH:22]=1, predict the reactants needed to synthesize it. The reactants are: [C:1]1([C:7]2[O:8][C:9]([C:15]([F:18])([F:17])[F:16])=[C:10]([C:12]([OH:14])=O)[N:11]=2)[CH:6]=[CH:5][CH:4]=[CH:3][CH:2]=1.[NH2:19][C:20]1[CH:21]=[CH:22][C:23]([N:26]([CH3:31])[C:27](=[O:30])[CH2:28][CH3:29])=[N:24][CH:25]=1. (6) Given the product [OH:24][CH:25]1[O:32][C@H:31]([CH2:33][OH:34])[C@@H:29]([OH:30])[C@H:27]([OH:28])[C@H:26]1[NH:35][C:36]([CH3:38])=[O:37].[CH2:1]([OH:23])[C@H:2]1[O:7][C@@H:6]([O:8][C@H:9]2[C@H:14]([OH:15])[C@H:13]([OH:16])[CH:12]([OH:17])[O:11][C@@H:10]2[CH2:18][OH:19])[C@@H:5]([OH:20])[C@@H:4]([OH:21])[C@@H:3]1[OH:22], predict the reactants needed to synthesize it. The reactants are: [CH2:1]([OH:23])[C@H:2]1[O:7][C@@H:6]([O:8][C@H:9]2[C@H:14]([OH:15])[C@H:13]([OH:16])[CH:12]([OH:17])[O:11][C@@H:10]2[CH2:18][OH:19])[C@@H:5]([OH:20])[C@@H:4]([OH:21])[C@@H:3]1[OH:22].[OH:24][CH:25]1[O:32][C@H:31]([CH2:33][OH:34])[C@@H:29]([OH:30])[C@H:27]([OH:28])[C@H:26]1[NH:35][C:36]([CH3:38])=[O:37]. (7) Given the product [CH3:1][O:2][C:3](=[O:11])[C:4]1[CH:9]=[C:8]([OH:10])[C:7]([Cl:12])=[N:6][CH:5]=1, predict the reactants needed to synthesize it. The reactants are: [CH3:1][O:2][C:3](=[O:11])[C:4]1[CH:9]=[C:8]([OH:10])[CH:7]=[N:6][CH:5]=1.[Cl:12][O-].[Na+]. (8) Given the product [CH2:1]([NH:6][C:7]([C:9]1[N:10]=[N:11][C:12]([N:19]2[CH2:20][CH2:21][N:16]([C:22](=[O:23])[C:24]3[CH:29]=[C:28]([F:30])[CH:27]=[CH:26][C:25]=3[C:31]([F:34])([F:33])[F:32])[CH2:17][CH2:18]2)=[CH:13][CH:14]=1)=[O:8])[CH2:2][CH2:3][CH2:4][CH3:5], predict the reactants needed to synthesize it. The reactants are: [CH2:1]([NH:6][C:7]([C:9]1[N:10]=[N:11][C:12](Cl)=[CH:13][CH:14]=1)=[O:8])[CH2:2][CH2:3][CH2:4][CH3:5].[N:16]1([C:22]([C:24]2[CH:29]=[C:28]([F:30])[CH:27]=[CH:26][C:25]=2[C:31]([F:34])([F:33])[F:32])=[O:23])[CH2:21][CH2:20][NH:19][CH2:18][CH2:17]1.